Dataset: Forward reaction prediction with 1.9M reactions from USPTO patents (1976-2016). Task: Predict the product of the given reaction. (1) Given the reactants Br[C:2]1[S:3][C:4]([C:7]([O:9][CH3:10])=[O:8])=[CH:5][N:6]=1.[NH:11]1[CH2:15][CH2:14][CH:13]([OH:16])[CH2:12]1.C1CCN2C(=NCCC2)CC1, predict the reaction product. The product is: [OH:16][CH:13]1[CH2:14][CH2:15][N:11]([C:2]2[S:3][C:4]([C:7]([O:9][CH3:10])=[O:8])=[CH:5][N:6]=2)[CH2:12]1. (2) Given the reactants [F:1][C:2]1[CH:11]=[C:10]([F:12])[CH:9]=[C:8]2[C:3]=1[C:4]([NH:20][C:21]1[CH:22]=[N:23][CH:24]=[C:25]([N:27]3[CH2:32][CH2:31][O:30][CH2:29][CH2:28]3)[CH:26]=1)=[C:5]([CH3:19])[C:6]([N:13]1[CH2:18][CH2:17][NH:16][CH2:15][CH2:14]1)=[N:7]2.Cl[C:34]([O:36][CH2:37][CH3:38])=[O:35], predict the reaction product. The product is: [F:1][C:2]1[CH:11]=[C:10]([F:12])[CH:9]=[C:8]2[C:3]=1[C:4]([NH:20][C:21]1[CH:22]=[N:23][CH:24]=[C:25]([N:27]3[CH2:32][CH2:31][O:30][CH2:29][CH2:28]3)[CH:26]=1)=[C:5]([CH3:19])[C:6]([N:13]1[CH2:14][CH2:15][N:16]([C:34]([O:36][CH2:37][CH3:38])=[O:35])[CH2:17][CH2:18]1)=[N:7]2. (3) Given the reactants [N+:1]([C:4]1[CH:9]=[CH:8][C:7]([CH2:10][CH2:11][N:12]2[CH2:18][CH2:17][CH2:16][CH2:15][CH2:14][CH2:13]2)=[CH:6][CH:5]=1)([O-])=O.[ClH:19], predict the reaction product. The product is: [ClH:19].[ClH:19].[N:12]1([CH2:11][CH2:10][C:7]2[CH:8]=[CH:9][C:4]([NH2:1])=[CH:5][CH:6]=2)[CH2:18][CH2:17][CH2:16][CH2:15][CH2:14][CH2:13]1.